Task: Predict the reactants needed to synthesize the given product.. Dataset: Full USPTO retrosynthesis dataset with 1.9M reactions from patents (1976-2016) (1) Given the product [Cl:3][C:4]1[CH:5]=[C:6]([C:14]2[N:19]=[CH:18][N:17]=[C:16]([CH:20]3[NH:24][CH:23]([C:25]([OH:27])=[O:26])[CH2:22][CH2:21]3)[CH:15]=2)[CH:7]=[CH:8][C:9]=1[O:10][CH:11]1[CH2:13][CH2:12]1, predict the reactants needed to synthesize it. The reactants are: [OH-].[Na+].[Cl:3][C:4]1[CH:5]=[C:6]([C:14]2[N:19]=[CH:18][N:17]=[C:16]([CH:20]3[NH:24][CH:23]([C:25]([O:27]C)=[O:26])[CH2:22][CH2:21]3)[CH:15]=2)[CH:7]=[CH:8][C:9]=1[O:10][CH:11]1[CH2:13][CH2:12]1. (2) Given the product [ClH:25].[CH3:20][NH:19][C:18]([C@@H:17]1[CH2:16][C:15]2[C:10](=[CH:11][C:12]([N+:22]([O-:24])=[O:23])=[CH:13][CH:14]=2)[CH2:9][NH:8]1)=[O:21], predict the reactants needed to synthesize it. The reactants are: C(OC([N:8]1[C@H:17]([C:18](=[O:21])[NH:19][CH3:20])[CH2:16][C:15]2[C:10](=[CH:11][C:12]([N+:22]([O-:24])=[O:23])=[CH:13][CH:14]=2)[CH2:9]1)=O)(C)(C)C.[ClH:25].